Task: Predict the reactants needed to synthesize the given product.. Dataset: Full USPTO retrosynthesis dataset with 1.9M reactions from patents (1976-2016) Given the product [NH2:17][N:14]1[CH:13]([CH3:21])[CH2:12][C:10]2[NH:11][C:6]3[CH:5]=[CH:4][C:3]([O:2][CH3:1])=[CH:22][C:7]=3[S:8][C:9]=2[C:15]1=[O:16], predict the reactants needed to synthesize it. The reactants are: [CH3:1][O:2][C:3]1[CH:4]=[CH:5][C:6]2[NH:11][C:10]3[CH2:12][CH:13]([CH3:21])[N:14]([NH:17]C(=O)C)[C:15](=[O:16])[C:9]=3[S:8][C:7]=2[CH:22]=1.Cl.